Dataset: Cav3 T-type calcium channel HTS with 100,875 compounds. Task: Binary Classification. Given a drug SMILES string, predict its activity (active/inactive) in a high-throughput screening assay against a specified biological target. (1) The molecule is O(C(=O)c1c(n(c(c1C)C(O)=O)C)C)CC. The result is 0 (inactive). (2) The molecule is S(c1[nH]c2c(n1)cccc2)CC(=O)Nc1cc2OCCOc2cc1. The result is 1 (active). (3) The molecule is S(=O)(=O)(Nc1c2c(c3oc(c(c3c1)C(=O)C)C)cccc2)c1ccc(OC)cc1. The result is 0 (inactive). (4) The compound is S(=O)(=O)(NCc1oc(cc1)C(OCC)=O)c1c(ccc2nsnc12)C. The result is 0 (inactive). (5) The result is 0 (inactive). The molecule is o1c(/C=C\C(=N/NC(=O)c2n[nH]c(c2)C)C)ccc1. (6) The compound is S(=O)(=O)(N)c1ccc(N2C(=C(CC2=O)C(OC)=O)C)cc1. The result is 0 (inactive). (7) The molecule is O=C1N(C(=O)N(C(=O)/C1=C\NCCCC(O)=O)C)C. The result is 0 (inactive). (8) The result is 0 (inactive). The compound is Clc1ccc(C(=O)c2oc3c(c2CS(=O)c2ccccc2)cccc3)cc1. (9) The molecule is O=C1C(C2C(C3C(C4(C(C(CC4)C(CC(O)C(O)C(O)(C)C)C)(CC3)C)C)=CC2)(CC1)C)(C)C. The result is 0 (inactive). (10) The drug is S(=O)(=O)(N(CC(=O)N1CCOCC1)c1cc(c(cc1)C)C)C. The result is 0 (inactive).